From a dataset of Catalyst prediction with 721,799 reactions and 888 catalyst types from USPTO. Predict which catalyst facilitates the given reaction. (1) Reactant: [CH3:1]C(C)([O-])C.[K+].O=[C:8]([C:23]1[CH:28]=[CH:27][CH:26]=[CH:25][CH:24]=1)[CH2:9][CH2:10][CH2:11][C:12]1[CH:17]=[CH:16][C:15]([CH2:18][C:19]([O:21][CH3:22])=[O:20])=[CH:14][CH:13]=1. Product: [C:23]1([C:8](=[CH2:1])[CH2:9][CH2:10][CH2:11][C:12]2[CH:17]=[CH:16][C:15]([CH2:18][C:19]([O:21][CH3:22])=[O:20])=[CH:14][CH:13]=2)[CH:28]=[CH:27][CH:26]=[CH:25][CH:24]=1. The catalyst class is: 307. (2) Reactant: Cl[C:2]1[C:11]2[C:6](=[CH:7][C:8]([OH:30])=[C:9]([C:12]3[N:13]=[N:14][C:15]([N:18]([CH3:29])[CH:19]4[CH2:24][C:23]([CH3:26])([CH3:25])[NH:22][C:21]([CH3:28])([CH3:27])[CH2:20]4)=[CH:16][CH:17]=3)[CH:10]=2)[N:5]=[CH:4][CH:3]=1.[CH3:31][NH:32][CH3:33].Cl.CN1[C:40](=[O:41])CCC1. Product: [CH:8]([OH:30])=[O:41].[CH:40]([OH:41])=[O:30].[CH3:31][N:32]([CH3:33])[C:2]1[C:11]2[C:6](=[CH:7][C:8]([OH:30])=[C:9]([C:12]3[N:13]=[N:14][C:15]([N:18]([CH3:29])[CH:19]4[CH2:24][C:23]([CH3:26])([CH3:25])[NH:22][C:21]([CH3:28])([CH3:27])[CH2:20]4)=[CH:16][CH:17]=3)[CH:10]=2)[N:5]=[CH:4][CH:3]=1. The catalyst class is: 28.